From a dataset of Reaction yield outcomes from USPTO patents with 853,638 reactions. Predict the reaction yield, written as a fraction of the theoretical maximum amount of product (1.0 means a 100% yield; for example, 0.34 means a 34% yield). The reactants are Br[C:2]1[CH:7]=[N:6][CH2:5][C:4](N)([O:8][CH3:9])[N:3]=1.[CH3:11][PH:12](=[O:14])[CH3:13].P([O-])([O-])([O-])=O.[K+].[K+].[K+].C[N:24](C=O)C. The catalyst is C([O-])(=O)C.[Pd+2].C([O-])(=O)C.CC1(C)C2C(=C(P(C3C=CC=CC=3)C3C=CC=CC=3)C=CC=2)OC2C(P(C3C=CC=CC=3)C3C=CC=CC=3)=CC=CC1=2. The product is [CH3:11][P:12]([C:2]1[N:3]=[C:4]([O:8][CH3:9])[C:5]([NH2:24])=[N:6][CH:7]=1)([CH3:13])=[O:14]. The yield is 0.630.